This data is from Catalyst prediction with 721,799 reactions and 888 catalyst types from USPTO. The task is: Predict which catalyst facilitates the given reaction. (1) Reactant: [CH3:1][N:2]1[CH2:7][CH2:6][CH:5]([C:8]2[CH:13]=[CH:12][C:11]([N+:14]([O-])=O)=[CH:10][CH:9]=2)[CH2:4][CH2:3]1.[H][H]. Product: [CH3:1][N:2]1[CH2:7][CH2:6][CH:5]([C:8]2[CH:9]=[CH:10][C:11]([NH2:14])=[CH:12][CH:13]=2)[CH2:4][CH2:3]1. The catalyst class is: 791. (2) Reactant: [Cl:1][C:2]1[CH:7]=[CH:6][C:5]([NH:8][S:9]([C:12]2[CH:17]=[CH:16][CH:15]=[CH:14][CH:13]=2)(=[O:11])=[O:10])=[C:4](I)[CH:3]=1.CN(C)C=O.[CH2:24]([O:27][CH:28]([CH3:32])[C:29]([OH:31])=[O:30])[C:25]#[CH:26].[CH2:33](NCC)[CH3:34]. Product: [CH2:33]([O:30][C:29](=[O:31])[CH:28]([O:27][CH2:24][C:25]1[N:8]([S:9]([C:12]2[CH:17]=[CH:16][CH:15]=[CH:14][CH:13]=2)(=[O:11])=[O:10])[C:5]2[C:4]([CH:26]=1)=[CH:3][C:2]([Cl:1])=[CH:7][CH:6]=2)[CH3:32])[CH3:34]. The catalyst class is: 189.